This data is from Forward reaction prediction with 1.9M reactions from USPTO patents (1976-2016). The task is: Predict the product of the given reaction. (1) Given the reactants O=O.C(Cl)CCl.C1C=CC2N(O)N=NC=2C=1.[CH:17]([OH:19])=O.[Cl:20][C:21]1[CH:22]=[C:23]([N:27]2[C:31]([C:32]3[CH:37]=[CH:36][CH:35]=[C:34]([S:38][C:39]([F:42])([F:41])[F:40])[CH:33]=3)=[CH:30][C:29]([C:43]([N:45]3[CH2:50][CH2:49][NH:48][CH2:47][CH2:46]3)=[O:44])=[N:28]2)[CH:24]=[CH:25][CH:26]=1.ClC1C=C(N2C(C3C=CC=C(SC(F)(F)F)C=3)=CC(C(O)=O)=N2)C=CC=1.N1CCNCC1, predict the reaction product. The product is: [Cl:20][C:21]1[CH:22]=[C:23]([N:27]2[C:31]([C:32]3[CH:37]=[CH:36][CH:35]=[C:34]([S:38][C:39]([F:41])([F:42])[F:40])[CH:33]=3)=[CH:30][C:29]([C:43]([N:45]3[CH2:50][CH2:49][N:48]([CH:17]=[O:19])[CH2:47][CH2:46]3)=[O:44])=[N:28]2)[CH:24]=[CH:25][CH:26]=1. (2) Given the reactants [Br:1][C:2]1[CH:7]=[CH:6][CH:5]=[C:4](Br)[N:3]=1.[CH3:9][S-:10].[Na+], predict the reaction product. The product is: [Br:1][C:2]1[CH:7]=[CH:6][CH:5]=[C:4]([S:10][CH3:9])[N:3]=1. (3) Given the reactants [Mg].II.Br[C:5]1[CH:10]=[CH:9][CH:8]=[CH:7][C:6]=1[CH3:11].[C:12]([C:20]([OH:22])=[O:21])(=[O:19])[C:13]1[CH:18]=[CH:17][CH:16]=[CH:15][CH:14]=1.[H-].[Na+], predict the reaction product. The product is: [OH:19][C:12]([C:13]1[CH:18]=[CH:17][CH:16]=[CH:15][CH:14]=1)([C:5]1[CH:10]=[CH:9][CH:8]=[CH:7][C:6]=1[CH3:11])[C:20]([OH:22])=[O:21]. (4) Given the reactants [C:1]1([CH:7]([C:28]2[CH:33]=[CH:32][CH:31]=[CH:30][CH:29]=2)[CH2:8][NH:9][C:10]2[N:18]=[C:17]([C:19](O)=[O:20])[N:16]=[C:15]3[C:11]=2[N:12]=[CH:13][N:14]3[CH:22]2[CH2:27][CH2:26][CH2:25][CH2:24][O:23]2)[CH:6]=[CH:5][CH:4]=[CH:3][CH:2]=1.[N:34]1([CH2:40][CH2:41][NH2:42])[CH2:39][CH2:38][CH2:37][CH2:36][CH2:35]1.O, predict the reaction product. The product is: [C:1]1([CH:7]([C:28]2[CH:29]=[CH:30][CH:31]=[CH:32][CH:33]=2)[CH2:8][NH:9][C:10]2[N:18]=[C:17]([C:19]([NH:42][CH2:41][CH2:40][N:34]3[CH2:39][CH2:38][CH2:37][CH2:36][CH2:35]3)=[O:20])[N:16]=[C:15]3[C:11]=2[N:12]=[CH:13][N:14]3[CH:22]2[CH2:27][CH2:26][CH2:25][CH2:24][O:23]2)[CH:2]=[CH:3][CH:4]=[CH:5][CH:6]=1.